From a dataset of Peptide-MHC class I binding affinity with 185,985 pairs from IEDB/IMGT. Regression. Given a peptide amino acid sequence and an MHC pseudo amino acid sequence, predict their binding affinity value. This is MHC class I binding data. The peptide sequence is SIVLHIQLEH. The MHC is HLA-A11:01 with pseudo-sequence HLA-A11:01. The binding affinity (normalized) is 0.355.